Dataset: Forward reaction prediction with 1.9M reactions from USPTO patents (1976-2016). Task: Predict the product of the given reaction. (1) Given the reactants O[C@H:2]([CH2:22][CH3:23])[C@H:3]([NH:7][C:8]([O:10][CH2:11][CH2:12][CH2:13][CH2:14][CH2:15][C:16]1[CH:21]=[CH:20][CH:19]=[CH:18][CH:17]=1)=[O:9])[C:4]([OH:6])=[O:5].CCN(CC)CC.CN(C(ON1N=NC2C=CC=CC1=2)=[N+](C)C)C.[B-](F)(F)(F)F, predict the reaction product. The product is: [C:16]1([CH2:15][CH2:14][CH2:13][CH2:12][CH2:11][O:10][C:8](=[O:9])[NH:7][C@H:3]2[C:4](=[O:6])[O:5][C@H:2]2[CH2:22][CH3:23])[CH:21]=[CH:20][CH:19]=[CH:18][CH:17]=1. (2) Given the reactants [C:1]([O:5][C:6](=[O:39])[N:7]([C:12]1[C:16]2[CH:17]=[C:18]([CH2:21][O:22][C:23]3[CH:28]=[CH:27][C:26]([C:29]4[CH:34]=[C:33]([F:35])[C:32]([F:36])=[CH:31][C:30]=4[O:37][CH3:38])=[CH:25][CH:24]=3)[CH:19]=[CH:20][C:15]=2[O:14][N:13]=1)[CH2:8][CH2:9]OC)([CH3:4])([CH3:3])[CH3:2].[C:40]([O:44][C:45](=O)NC1C2C=C(COC3C=CC(C4C=C(F)C(F)=CC=4OC)=CC=3)C=CC=2ON=1)(C)(C)C.BrCCCOC, predict the reaction product. The product is: [C:1]([O:5][C:6](=[O:39])[N:7]([C:12]1[C:16]2[CH:17]=[C:18]([CH2:21][O:22][C:23]3[CH:24]=[CH:25][C:26]([C:29]4[CH:34]=[C:33]([F:35])[C:32]([F:36])=[CH:31][C:30]=4[O:37][CH3:38])=[CH:27][CH:28]=3)[CH:19]=[CH:20][C:15]=2[O:14][N:13]=1)[CH2:8][CH2:9][CH2:40][O:44][CH3:45])([CH3:4])([CH3:3])[CH3:2]. (3) Given the reactants [Br:1][C:2]1[CH:7]=[CH:6][C:5]([C@@H:8]([NH:10][CH2:11][CH2:12][CH2:13][C:14]([C:20]2[CH:25]=[CH:24][CH:23]=[CH:22][CH:21]=2)([OH:19])[CH2:15][C:16]([CH3:18])=[CH2:17])[CH3:9])=[CH:4][CH:3]=1.C(N(CC)CC)C.[C:33](Cl)(Cl)=[O:34].C1(C)C=CC=CC=1.[H-].[Na+], predict the reaction product. The product is: [Br:1][C:2]1[CH:3]=[CH:4][C:5]([C@@H:8]([N:10]2[CH2:11][CH2:12][CH2:13][C:14]([CH2:15][C:16]([CH3:18])=[CH2:17])([C:20]3[CH:21]=[CH:22][CH:23]=[CH:24][CH:25]=3)[O:19][C:33]2=[O:34])[CH3:9])=[CH:6][CH:7]=1. (4) Given the reactants [CH3:1][CH:2]1[CH2:11][C:10]2[C:5](=[CH:6][CH:7]=[C:8]([CH2:12][CH2:13][N:14]3[CH2:19][CH2:18][N:17](C(OC(C)(C)C)=O)[CH2:16][CH2:15]3)[CH:9]=2)[C:4](=[O:27])[O:3]1.[ClH:28], predict the reaction product. The product is: [ClH:28].[CH3:1][CH:2]1[CH2:11][C:10]2[C:5](=[CH:6][CH:7]=[C:8]([CH2:12][CH2:13][N:14]3[CH2:15][CH2:16][NH:17][CH2:18][CH2:19]3)[CH:9]=2)[C:4](=[O:27])[O:3]1. (5) Given the reactants [Cl:1][C:2]1[CH:3]=[C:4]([NH:10][C@H:11]([C:15]([OH:17])=O)[CH2:12][CH2:13][CH3:14])[CH:5]=[CH:6][C:7]=1[C:8]#[N:9].[CH3:18][C:19]1(C)OC(=O)CC(=O)[O:20]1.S([O-])(O)(=O)=O.[K+], predict the reaction product. The product is: [Cl:1][C:2]1[CH:3]=[C:4]([N:10]2[C:19](=[O:20])[CH:18]=[C:15]([OH:17])[CH:11]2[CH2:12][CH2:13][CH3:14])[CH:5]=[CH:6][C:7]=1[C:8]#[N:9]. (6) Given the reactants C(O/[N:5]=[C:6](/[C:8]1[CH:13]=[CH:12][CH:11]=[C:10]([CH3:14])[C:9]=1[OH:15])\[CH3:7])(=O)C, predict the reaction product. The product is: [CH3:7][C:6]1[C:8]2[CH:13]=[CH:12][CH:11]=[C:10]([CH3:14])[C:9]=2[O:15][N:5]=1. (7) Given the reactants [CH3:1][O:2][C:3](=[O:21])[CH2:4][CH2:5][CH2:6][C:7]1[O:11][C:10]([C:12]2[CH:17]=[CH:16][CH:15]=[CH:14][C:13]=2[O:18]C)=[N:9][C:8]=1[CH3:20].B(Br)(Br)Br, predict the reaction product. The product is: [CH3:1][O:2][C:3](=[O:21])[CH2:4][CH2:5][CH2:6][C:7]1[O:11][C:10]([C:12]2[CH:17]=[CH:16][CH:15]=[CH:14][C:13]=2[OH:18])=[N:9][C:8]=1[CH3:20]. (8) Given the reactants C1(CCCN)C=CC=CC=1.[CH2:11]1[C:19]2[CH:18]=[CH:17][N:16]=[CH:15][C:14]=2[CH2:13][N:12]1[C:20]([NH:22][C:23]1[N:28]=[N:27][C:26]([C:29]([OH:31])=O)=[CH:25][CH:24]=1)=[O:21].C1C2C(=CC=CC=2)CN1C([NH:43][C:44]1C=C[C:47]([C:48]([OH:50])=O)=[CH:46][CH:45]=1)=O, predict the reaction product. The product is: [O:50]1[CH2:48][CH2:47][CH2:46][C@H:45]1[CH2:44][NH:43][C:29]([C:26]1[N:27]=[N:28][C:23]([NH:22][C:20]([N:12]2[CH2:11][C:19]3[CH:18]=[CH:17][N:16]=[CH:15][C:14]=3[CH2:13]2)=[O:21])=[CH:24][CH:25]=1)=[O:31]. (9) Given the reactants [Br:1][C:2]1[C:10]2[C:9](Cl)=[N:8][C:7]([Cl:12])=[N:6][C:5]=2[NH:4][CH:3]=1.[CH:13]1([NH2:17])[CH2:16][CH2:15][CH2:14]1.C(Cl)Cl.O, predict the reaction product. The product is: [Br:1][C:2]1[C:10]2[C:9]([NH:17][CH:13]3[CH2:16][CH2:15][CH2:14]3)=[N:8][C:7]([Cl:12])=[N:6][C:5]=2[NH:4][CH:3]=1. (10) Given the reactants [CH3:1][O:2][C:3]1[CH:11]=[C:10]2[C:6]([CH2:7]/[C:8](=[CH:13]\[C:14]3[CH:19]=[CH:18][C:17]([S:20][C:21]([F:24])([F:23])[F:22])=[CH:16][CH:15]=3)/[C:9]2=[O:12])=[CH:5][C:4]=1[N:25]1[CH2:30][CH2:29][CH:28]([CH3:31])[CH2:27][CH2:26]1, predict the reaction product. The product is: [CH3:1][O:2][C:3]1[CH:11]=[C:10]2[C:6]([CH2:7][CH:8]([CH2:13][C:14]3[CH:15]=[CH:16][C:17]([S:20][C:21]([F:24])([F:23])[F:22])=[CH:18][CH:19]=3)[C:9]2=[O:12])=[CH:5][C:4]=1[N:25]1[CH2:30][CH2:29][CH:28]([CH3:31])[CH2:27][CH2:26]1.